From a dataset of Forward reaction prediction with 1.9M reactions from USPTO patents (1976-2016). Predict the product of the given reaction. (1) Given the reactants [C:1]([Cu])#[N:2].[N:4]1[CH:9]=CC=CC=1.Br[C:11]1[C:16]([CH3:17])=[C:15](Br)[C:14]([CH3:19])=[C:13](Br)[C:12]=1[CH3:21].[CH2:22](N)[NH2:23], predict the reaction product. The product is: [C:22]([C:11]1[C:16]([CH3:17])=[C:15]([C:9]#[N:4])[C:14]([CH3:19])=[C:13]([C:1]#[N:2])[C:12]=1[CH3:21])#[N:23]. (2) Given the reactants [N+:1]([O-:4])(O)=[O:2].[CH3:5][C:6]1([C:10]2[CH:15]=[CH:14][CH:13]=[CH:12][CH:11]=2)[CH2:9][CH2:8][CH2:7]1.C(OC(=O)C)(=O)C, predict the reaction product. The product is: [CH3:5][C:6]1([C:10]2[CH:11]=[CH:12][C:13]([N+:1]([O-:4])=[O:2])=[CH:14][CH:15]=2)[CH2:7][CH2:8][CH2:9]1. (3) Given the reactants C(NC(C)C)(C)C.C([Li])CCC.[Br:13][C:14]1[CH:19]=[CH:18][C:17]([F:20])=[C:16]([F:21])[CH:15]=1.Cl[Si:23]([CH3:26])([CH3:25])[CH3:24], predict the reaction product. The product is: [Br:13][C:14]1[C:15]([Si:23]([CH3:26])([CH3:25])[CH3:24])=[C:16]([F:21])[C:17]([F:20])=[CH:18][CH:19]=1. (4) The product is: [Si:7]([O:14][CH2:15][CH2:16][C@H:17]1[CH2:22][C@@H:21]([OH:23])[CH2:20][CH2:19][C@@:18]1([C@H:25]1[CH2:33][CH2:32][C@@:31]2([CH3:34])[C@@H:27]([CH2:28][CH2:29][C:30]2=[CH2:1])[C@@H:26]1[OH:36])[CH3:24])([C:10]([CH3:12])([CH3:13])[CH3:11])([CH3:9])[CH3:8]. Given the reactants [CH3:1]C([O-])(C)C.[K+].[Si:7]([O:14][CH2:15][CH2:16][C@H:17]1[CH2:22][C@@H:21]([OH:23])[CH2:20][CH2:19][C@@:18]1([C@H:25]1[CH2:33][CH2:32][C@@:31]2([CH3:34])[C@@H:27]([CH2:28][CH2:29][C:30]2=O)[C@@H:26]1[OH:36])[CH3:24])([C:10]([CH3:13])([CH3:12])[CH3:11])([CH3:9])[CH3:8], predict the reaction product. (5) Given the reactants [CH3:1][C:2]([C:7](=[O:15])[NH:8][C:9]1[CH:14]=[CH:13][CH:12]=[CH:11][CH:10]=1)=[CH:3][C:4](O)=[O:5].C([O-])(=O)C.[Na+], predict the reaction product. The product is: [CH3:1][C:2]1[C:7](=[O:15])[N:8]([C:9]2[CH:14]=[CH:13][CH:12]=[CH:11][CH:10]=2)[C:4](=[O:5])[CH:3]=1. (6) Given the reactants [CH3:1][O:2][C:3]1[CH:4]=[C:5]2[C:9](=[C:10]([CH:12]([C:18]3[CH:23]=[CH:22][CH:21]=[CH:20][CH:19]=3)[CH2:13][C:14]([NH:16][CH3:17])=O)[CH:11]=1)[NH:8][CH:7]=[CH:6]2.N1C2C(=CC=CC=2C(C2C=CC=CC=2)CCNC)C=C1, predict the reaction product. The product is: [CH3:1][O:2][C:3]1[CH:4]=[C:5]2[C:9](=[C:10]([CH:12]([C:18]3[CH:23]=[CH:22][CH:21]=[CH:20][CH:19]=3)[CH2:13][CH2:14][NH:16][CH3:17])[CH:11]=1)[NH:8][CH:7]=[CH:6]2.